Dataset: Forward reaction prediction with 1.9M reactions from USPTO patents (1976-2016). Task: Predict the product of the given reaction. (1) Given the reactants Cl.[CH3:2][S:3][C:4]1[CH:13]=[C:12]2[C:7]([CH2:8][CH2:9][CH2:10][CH:11]2[CH2:14][CH2:15][NH2:16])=[CH:6][CH:5]=1.[C:17](OC(=O)C)(=[O:19])[CH3:18].Cl, predict the reaction product. The product is: [CH3:2][S:3][C:4]1[CH:13]=[C:12]2[C:7]([CH2:8][CH2:9][CH2:10][CH:11]2[CH2:14][CH2:15][NH:16][C:17](=[O:19])[CH3:18])=[CH:6][CH:5]=1. (2) Given the reactants C[O:2][C:3]([C:5]1[C:10](Cl)=[CH:9][C:8](=[O:12])[N:7]([C:13]2[CH:18]=[CH:17][CH:16]=[CH:15][CH:14]=2)[N:6]=1)=[O:4].[Br:19][C:20]1[CH:26]=[CH:25][C:23]([NH2:24])=[C:22]([F:27])[CH:21]=1.C(=O)([O-])[O-].[Cs+].[Cs+].O, predict the reaction product. The product is: [Br:19][C:20]1[CH:26]=[CH:25][C:23]([NH:24][C:10]2[C:5]([C:3]([OH:2])=[O:4])=[N:6][N:7]([C:13]3[CH:18]=[CH:17][CH:16]=[CH:15][CH:14]=3)[C:8](=[O:12])[CH:9]=2)=[C:22]([F:27])[CH:21]=1. (3) Given the reactants [F:1][C:2]1[CH:3]=[C:4]2[C:8](=[CH:9][CH:10]=1)[N:7]([S:11]([C:14]1[CH:19]=[CH:18][CH:17]=[CH:16][CH:15]=1)(=[O:13])=[O:12])[CH:6]=[C:5]2[C:20]1[CH:29]=[CH:28][C:23]2[NH:24][C:25](=[O:27])[O:26][C:22]=2[CH:21]=1.C([O-])([O-])=O.[K+].[K+].Br[CH2:37][C:38]([NH2:40])=[O:39], predict the reaction product. The product is: [F:1][C:2]1[CH:3]=[C:4]2[C:8](=[CH:9][CH:10]=1)[N:7]([S:11]([C:14]1[CH:15]=[CH:16][CH:17]=[CH:18][CH:19]=1)(=[O:13])=[O:12])[CH:6]=[C:5]2[C:20]1[CH:29]=[CH:28][C:23]2[N:24]([CH2:37][C:38]([NH2:40])=[O:39])[C:25](=[O:27])[O:26][C:22]=2[CH:21]=1. (4) Given the reactants [Br:1][C:2]1[CH:3]=[N:4][C:5](Cl)=[C:6]([CH:11]=1)[C:7]([O:9][CH3:10])=[O:8].[CH3:13][NH2:14].C1COCC1, predict the reaction product. The product is: [Br:1][C:2]1[CH:3]=[N:4][C:5]([NH:14][CH3:13])=[C:6]([CH:11]=1)[C:7]([O:9][CH3:10])=[O:8]. (5) Given the reactants [O:1]=[C:2]1[CH2:10][C:9]2[C:4](=[CH:5][CH:6]=[C:7]([S:11]([CH2:14][C:15]3[CH:22]=[CH:21][CH:20]=[CH:19][C:16]=3[C:17]#[N:18])(=[O:13])=[O:12])[CH:8]=2)[NH:3]1.[CH3:23][C:24]1[C:28]([C:29]([N:31]2[CH2:36][CH2:35][N:34]([CH3:37])[CH2:33][CH2:32]2)=[O:30])=[C:27]([CH3:38])[NH:26][C:25]=1[CH:39]=O.N1CCCCC1, predict the reaction product. The product is: [CH3:23][C:24]1[C:28]([C:29]([N:31]2[CH2:32][CH2:33][N:34]([CH3:37])[CH2:35][CH2:36]2)=[O:30])=[C:27]([CH3:38])[NH:26][C:25]=1/[CH:39]=[C:10]1\[C:2](=[O:1])[NH:3][C:4]2[C:9]\1=[CH:8][C:7]([S:11]([CH2:14][C:15]1[CH:22]=[CH:21][CH:20]=[CH:19][C:16]=1[C:17]#[N:18])(=[O:12])=[O:13])=[CH:6][CH:5]=2. (6) Given the reactants [CH3:1][N:2]([S:16]([C:19]1[CH:24]=[CH:23][C:22]([C:25]([F:28])([F:27])[F:26])=[CH:21][CH:20]=1)(=[O:18])=[O:17])[C@H:3]1[CH2:8][CH2:7][C@H:6]([O:9][CH2:10][CH2:11][CH2:12][C:13]([OH:15])=O)[CH2:5][CH2:4]1.C[N:30]1[CH2:35]COCC1.C1C=CC2N(O)N=NC=2C=1.CCN=C=NCCCN(C)C.Cl.[CH3:58][O:59]CN.OS([O-])(=O)=O.[K+], predict the reaction product. The product is: [CH3:58][O:59][N:30]([CH3:35])[C:13](=[O:15])[CH2:12][CH2:11][CH2:10][O:9][C@H:6]1[CH2:7][CH2:8][C@H:3]([N:2]([CH3:1])[S:16]([C:19]2[CH:24]=[CH:23][C:22]([C:25]([F:26])([F:27])[F:28])=[CH:21][CH:20]=2)(=[O:18])=[O:17])[CH2:4][CH2:5]1. (7) Given the reactants [I:1][C:2]1[CH:3]=[C:4]([NH:28][C:29]([NH:31][C:32](=[O:36])[O:33][CH2:34][CH3:35])=S)[C:5]([NH:8][CH2:9][C:10]2[CH:15]=[CH:14][C:13]([O:16][CH2:17][C:18]3[CH:23]=[CH:22][C:21]([O:24][CH3:25])=[CH:20][CH:19]=3)=[C:12]([O:26][CH3:27])[CH:11]=2)=[N:6][CH:7]=1.C(N(CC)CC)C.C1(S(Cl)(=O)=O)C=CC=CC=1, predict the reaction product. The product is: [CH2:34]([O:33][C:32](=[O:36])[NH:31][C:29]1[N:8]([CH2:9][C:10]2[CH:15]=[CH:14][C:13]([O:16][CH2:17][C:18]3[CH:23]=[CH:22][C:21]([O:24][CH3:25])=[CH:20][CH:19]=3)=[C:12]([O:26][CH3:27])[CH:11]=2)[C:5]2=[N:6][CH:7]=[C:2]([I:1])[CH:3]=[C:4]2[N:28]=1)[CH3:35]. (8) Given the reactants [OH:1][C@H:2]1[CH2:7][CH2:6][C@H:5]([N:8]2[C:13](=[O:14])[C:12]([CH2:15][C:16]3[CH:21]=[CH:20][C:19]([C:22]4[C:23]([C:28]#[N:29])=[CH:24][CH:25]=[CH:26][CH:27]=4)=[CH:18][CH:17]=3)=[C:11]([CH2:30][CH2:31][CH3:32])[N:10]3[N:33]=[CH:34][N:35]=[C:9]23)[CH2:4][CH2:3]1.[O:36]1[CH:40]=[CH:39][C:38](O)=[N:37]1.C1(P(C2C=CC=CC=2)C2C=CC=CC=2)C=CC=CC=1.[N:62]([C:63]([O:65]C(C)C)=[O:64])=[N:62][C:63]([O:65]C(C)C)=[O:64].Cl.[Cl-].O[NH3+].C(=O)([O-])O.[Na+], predict the reaction product. The product is: [O:36]1[CH:40]=[CH:39][C:38]([O:1][C@@H:2]2[CH2:7][CH2:6][C@H:5]([N:8]3[C:13](=[O:14])[C:12]([CH2:15][C:16]4[CH:21]=[CH:20][C:19]([C:22]5[CH:27]=[CH:26][CH:25]=[CH:24][C:23]=5[C:28]5[NH:62][C:63](=[O:64])[O:65][N:29]=5)=[CH:18][CH:17]=4)=[C:11]([CH2:30][CH2:31][CH3:32])[N:10]4[N:33]=[CH:34][N:35]=[C:9]34)[CH2:4][CH2:3]2)=[N:37]1.